This data is from Forward reaction prediction with 1.9M reactions from USPTO patents (1976-2016). The task is: Predict the product of the given reaction. (1) Given the reactants [F:1][C:2]1[CH:3]=[C:4]([C:8]2[CH:23]=[CH:22][C:11]([C:12]([NH:14][C@H:15]3[CH2:20][CH2:19][C@H:18]([OH:21])[CH2:17][CH2:16]3)=[O:13])=[CH:10][N:9]=2)[CH:5]=[CH:6][CH:7]=1.[H-].[Na+].Cl[C:27]1[N:31]([CH3:32])[N:30]=[N:29][N:28]=1, predict the reaction product. The product is: [F:1][C:2]1[CH:3]=[C:4]([C:8]2[CH:23]=[CH:22][C:11]([C:12]([NH:14][C@H:15]3[CH2:16][CH2:17][C@H:18]([O:21][C:27]4[N:31]([CH3:32])[N:30]=[N:29][N:28]=4)[CH2:19][CH2:20]3)=[O:13])=[CH:10][N:9]=2)[CH:5]=[CH:6][CH:7]=1. (2) Given the reactants [Br:1][C:2]1[CH:3]=[C:4]([N:8]2[CH:12]=[C:11]([CH3:13])[N:10]=[C:9]2S)[CH:5]=[CH:6][CH:7]=1.OO, predict the reaction product. The product is: [Br:1][C:2]1[CH:3]=[C:4]([N:8]2[CH:12]=[C:11]([CH3:13])[N:10]=[CH:9]2)[CH:5]=[CH:6][CH:7]=1. (3) Given the reactants Cl.[CH3:2][N:3]1[CH:7]=[N:6][C:5]([C:8](=[NH:10])[NH2:9])=[N:4]1.[Br:11][C:12]1[CH:19]=[C:18]([F:20])[CH:17]=[CH:16][C:13]=1[CH:14]=O.O=[C:22]([CH3:29])[CH2:23][C:24]([O:26][CH2:27][CH3:28])=[O:25], predict the reaction product. The product is: [Br:11][C:12]1[CH:19]=[C:18]([F:20])[CH:17]=[CH:16][C:13]=1[CH:14]1[C:23]([C:24]([O:26][CH2:27][CH3:28])=[O:25])=[C:22]([CH3:29])[NH:9][C:8]([C:5]2[N:6]=[CH:7][N:3]([CH3:2])[N:4]=2)=[N:10]1. (4) The product is: [Cl:1][C:2]1[N:3]=[CH:4][C:5]([CH2:8][N:11]([CH3:12])[CH3:10])=[CH:6][CH:7]=1. Given the reactants [Cl:1][C:2]1[CH:7]=[CH:6][C:5]([CH2:8]Cl)=[CH:4][N:3]=1.[CH3:10][NH:11][CH3:12].C(=O)([O-])[O-].[K+].[K+].O, predict the reaction product. (5) Given the reactants [C:1](Cl)(=O)[CH2:2][CH2:3][CH2:4][CH3:5].[Si:8]([O:15][CH2:16][CH2:17][CH2:18][NH:19][C:20]1[C:29]2[C:24](=[CH:25][CH:26]=[CH:27][CH:28]=2)[N:23]=[CH:22][C:21]=1[NH2:30])([C:11]([CH3:14])([CH3:13])[CH3:12])([CH3:10])[CH3:9], predict the reaction product. The product is: [CH2:2]([C:1]1[N:19]([CH2:18][CH2:17][CH2:16][O:15][Si:8]([C:11]([CH3:14])([CH3:13])[CH3:12])([CH3:10])[CH3:9])[C:20]2[C:29]3[CH:28]=[CH:27][CH:26]=[CH:25][C:24]=3[N:23]=[CH:22][C:21]=2[N:30]=1)[CH2:3][CH2:4][CH3:5]. (6) Given the reactants [CH2:1]([N:8]1[CH:12]=[C:11]([CH2:13][OH:14])[C:10]([O:15][CH2:16][C:17]2[CH:22]=[CH:21][C:20]([O:23][CH2:24][C:25]3[N:26]=[C:27]([C:31]4[O:32][CH:33]=[CH:34][CH:35]=4)[O:28][C:29]=3[CH3:30])=[C:19]([O:36][CH2:37][CH3:38])[CH:18]=2)=[N:9]1)[C:2]1[CH:7]=[CH:6][CH:5]=[CH:4][CH:3]=1, predict the reaction product. The product is: [CH2:1]([N:8]1[CH:12]=[C:11]([CH:13]=[O:14])[C:10]([O:15][CH2:16][C:17]2[CH:22]=[CH:21][C:20]([O:23][CH2:24][C:25]3[N:26]=[C:27]([C:31]4[O:32][CH:33]=[CH:34][CH:35]=4)[O:28][C:29]=3[CH3:30])=[C:19]([O:36][CH2:37][CH3:38])[CH:18]=2)=[N:9]1)[C:2]1[CH:3]=[CH:4][CH:5]=[CH:6][CH:7]=1. (7) Given the reactants [I:1][C:2]1[N:3]=[CH:4][N:5]([CH2:8][O:9][CH2:10][CH2:11][Si:12]([CH3:15])([CH3:14])[CH3:13])[C:6]=1I.C([Li])CCC.CN([CH:24]=[O:25])C.[NH4+].[Cl-], predict the reaction product. The product is: [I:1][C:2]1[N:3]=[C:4]([CH:24]=[O:25])[N:5]([CH2:8][O:9][CH2:10][CH2:11][Si:12]([CH3:15])([CH3:14])[CH3:13])[CH:6]=1. (8) Given the reactants Cl.[F:2][C:3]1[CH:8]=[CH:7][C:6]([NH:9][NH2:10])=[C:5]([CH3:11])[CH:4]=1.C(N(CC)CC)C.FC(F)(F)C(O)=O.[F:26][C:27]([F:45])([F:44])[C:28](=O)[CH2:29][C:30]([C:32]1[CH:42]=[CH:41][C:35]2[O:36][CH2:37][C:38](=[O:40])[NH:39][C:34]=2[CH:33]=1)=O, predict the reaction product. The product is: [F:2][C:3]1[CH:8]=[CH:7][C:6]([N:9]2[C:30]([C:32]3[CH:42]=[CH:41][C:35]4[O:36][CH2:37][C:38](=[O:40])[NH:39][C:34]=4[CH:33]=3)=[CH:29][C:28]([C:27]([F:45])([F:44])[F:26])=[N:10]2)=[C:5]([CH3:11])[CH:4]=1. (9) Given the reactants Cl.Cl.[NH2:3][CH:4]([C:16]1[CH:21]=[CH:20][CH:19]=[CH:18][CH:17]=1)[C:5]([O:7][C@@H:8]1[CH:13]2[CH2:14][CH2:15][N:10]([CH2:11][CH2:12]2)[CH2:9]1)=[O:6].C(N(CC)CC)C.[C:29](Cl)(=[O:33])[O:30][CH2:31][CH3:32], predict the reaction product. The product is: [CH2:31]([O:30][C:29]([NH:3][CH:4]([C:16]1[CH:21]=[CH:20][CH:19]=[CH:18][CH:17]=1)[C:5]([O:7][C@@H:8]1[CH:13]2[CH2:12][CH2:11][N:10]([CH2:15][CH2:14]2)[CH2:9]1)=[O:6])=[O:33])[CH3:32]. (10) Given the reactants [NH2:18][C:17]1[CH:19]=[C:20]([Cl:28])[C:21]([O:23][C:24]([F:27])([F:25])[F:26])=[CH:22][C:16]=1[S:15][S:15][C:16]1[CH:22]=[C:21]([O:23][C:24]([F:27])([F:26])[F:25])[C:20]([Cl:28])=[CH:19][C:17]=1[NH2:18].[CH3:29][C:30]1([CH3:38])[NH:35][C:34](=[O:36])[CH2:33][C:32](=O)[CH2:31]1, predict the reaction product. The product is: [Cl:28][C:20]1[C:21]([O:23][C:24]([F:25])([F:26])[F:27])=[CH:22][C:16]2[S:15][C:33]3[C:34](=[O:36])[NH:35][C:30]([CH3:38])([CH3:29])[CH2:31][C:32]=3[NH:18][C:17]=2[CH:19]=1.